Task: Binary Classification. Given a drug SMILES string, predict its activity (active/inactive) in a high-throughput screening assay against a specified biological target.. Dataset: Cav3 T-type calcium channel HTS with 100,875 compounds The compound is O=C(N(Cc1ccccc1)CC)Cn1c2c(n(c(=O)n(c2=O)C)C)nc1. The result is 0 (inactive).